The task is: Predict the reactants needed to synthesize the given product.. This data is from Full USPTO retrosynthesis dataset with 1.9M reactions from patents (1976-2016). Given the product [CH3:1][S:2]([O:37][CH2:36][CH2:35][CH:32]1[CH2:31][CH2:30][CH:29]([N:13]2[C:9]3[N:10]=[CH:11][N:12]=[C:7]([NH2:6])[C:8]=3[C:15]([C:16]3[CH:17]=[CH:18][C:19]([O:22][C:23]4[CH:28]=[CH:27][CH:26]=[CH:25][CH:24]=4)=[CH:20][CH:21]=3)=[CH:14]2)[CH2:34][CH2:33]1)(=[O:4])=[O:3], predict the reactants needed to synthesize it. The reactants are: [CH3:1][S:2](Cl)(=[O:4])=[O:3].[NH2:6][C:7]1[C:8]2[C:15]([C:16]3[CH:21]=[CH:20][C:19]([O:22][C:23]4[CH:28]=[CH:27][CH:26]=[CH:25][CH:24]=4)=[CH:18][CH:17]=3)=[CH:14][N:13]([CH:29]3[CH2:34][CH2:33][CH:32]([CH2:35][CH2:36][OH:37])[CH2:31][CH2:30]3)[C:9]=2[N:10]=[CH:11][N:12]=1.C(N(CC)CC)C.